Dataset: Forward reaction prediction with 1.9M reactions from USPTO patents (1976-2016). Task: Predict the product of the given reaction. (1) The product is: [C:1]([C:3]1[CH:8]=[CH:7][C:6]([CH:9]2[N:14]3[N:15]=[N:16][N:17]=[C:13]3[N:12]([C:30]3[CH:29]=[CH:28][CH:27]=[C:26]([C:25]([F:36])([F:35])[F:24])[CH:31]=3)[C:11]([CH3:18])=[C:10]2[C:19]([O:21][CH2:22][CH3:23])=[O:20])=[CH:5][CH:4]=1)#[N:2]. Given the reactants [C:1]([C:3]1[CH:8]=[CH:7][C:6]([CH:9]2[N:14]3[N:15]=[N:16][N:17]=[C:13]3[NH:12][C:11]([CH3:18])=[C:10]2[C:19]([O:21][CH2:22][CH3:23])=[O:20])=[CH:5][CH:4]=1)#[N:2].[F:24][C:25]([F:36])([F:35])[C:26]1[CH:27]=[C:28](B(O)O)[CH:29]=[CH:30][CH:31]=1.N1C=CC=CC=1.C(N(CC)CC)C, predict the reaction product. (2) Given the reactants [Cl:1][C:2]1[CH:3]=[C:4]([NH:19][C:20]2[C:30]3[CH:29]=[C:28]([CH2:31][OH:32])[CH2:27][CH2:26][NH:25][C:24]=3[N:23]=[CH:22][N:21]=2)[CH:5]=[CH:6][C:7]=1[O:8][C:9]1[CH:14]=[CH:13][CH:12]=[C:11]([C:15]([F:18])([F:17])[F:16])[CH:10]=1, predict the reaction product. The product is: [Cl:1][C:2]1[CH:3]=[C:4]([NH:19][C:20]2[C:30]3[CH:29]=[C:28]([CH:31]=[O:32])[CH2:27][CH2:26][NH:25][C:24]=3[N:23]=[CH:22][N:21]=2)[CH:5]=[CH:6][C:7]=1[O:8][C:9]1[CH:14]=[CH:13][CH:12]=[C:11]([C:15]([F:18])([F:16])[F:17])[CH:10]=1. (3) Given the reactants [NH2:1][C:2]1[C:7]([F:8])=[C:6]([C:9]2[CH:14]=[C:13]([F:15])[C:12]([Si](C)(C)C)=[CH:11][C:10]=2[F:20])[N:5]=[C:4]([C:21]([O:23][CH3:24])=[O:22])[C:3]=1[Cl:25].[I:26]Cl.[O-]S([O-])=O.[Na+].[Na+], predict the reaction product. The product is: [NH2:1][C:2]1[C:7]([F:8])=[C:6]([C:9]2[CH:14]=[C:13]([F:15])[C:12]([I:26])=[CH:11][C:10]=2[F:20])[N:5]=[C:4]([C:21]([O:23][CH3:24])=[O:22])[C:3]=1[Cl:25]. (4) Given the reactants [F:1][C:2]1[CH:34]=[C:33]([F:35])[CH:32]=[CH:31][C:3]=1[CH2:4][N:5]([CH2:28][CH2:29][CH3:30])[C:6](=[O:27])[CH2:7][CH2:8][C:9]1[CH:26]=[CH:25][C:12]([O:13][CH2:14][C:15]2[CH:24]=[CH:23][CH:22]=[CH:21][C:16]=2[C:17]([O:19]C)=[O:18])=[CH:11][CH:10]=1.[OH-].[Li+].Cl, predict the reaction product. The product is: [F:1][C:2]1[CH:34]=[C:33]([F:35])[CH:32]=[CH:31][C:3]=1[CH2:4][N:5]([CH2:28][CH2:29][CH3:30])[C:6](=[O:27])[CH2:7][CH2:8][C:9]1[CH:26]=[CH:25][C:12]([O:13][CH2:14][C:15]2[CH:24]=[CH:23][CH:22]=[CH:21][C:16]=2[C:17]([OH:19])=[O:18])=[CH:11][CH:10]=1. (5) Given the reactants CCN(C(C)C)C(C)C.[OH:10][NH:11][C:12]([N:14]1[CH2:19][CH2:18][CH:17]([CH2:20][CH2:21][CH2:22][OH:23])[CH2:16][CH2:15]1)=[NH:13].C1C=CC2N(O)N=NC=2C=1.[C:34](O)(=O)[CH:35]([CH3:37])[CH3:36].CCN=C=NCCCN(C)C, predict the reaction product. The product is: [CH:35]([C:37]1[O:10][N:11]=[C:12]([N:14]2[CH2:19][CH2:18][CH:17]([CH2:20][CH2:21][CH2:22][OH:23])[CH2:16][CH2:15]2)[N:13]=1)([CH3:36])[CH3:34]. (6) Given the reactants [C:1]([O:5][C:6]([N:8]([C@H:16]1[CH2:24][CH2:23][CH2:22][C@H:21]([O:25]CC2C=CC=CC=2)[C@@H:20]([O:33]CC2C=CC=CC=2)[C@H:19]([CH3:41])[O:18][C:17]1=[O:42])[C:9](=[O:15])[O:10][C:11]([CH3:14])([CH3:13])[CH3:12])=[O:7])([CH3:4])([CH3:3])[CH3:2], predict the reaction product. The product is: [C:1]([O:5][C:6]([N:8]([C@H:16]1[CH2:24][CH2:23][CH2:22][C@H:21]([OH:25])[C@@H:20]([OH:33])[C@H:19]([CH3:41])[O:18][C:17]1=[O:42])[C:9](=[O:15])[O:10][C:11]([CH3:14])([CH3:13])[CH3:12])=[O:7])([CH3:2])([CH3:3])[CH3:4]. (7) Given the reactants [CH:1]([N:14]1[CH2:19][CH2:18][NH:17][CH2:16][CH2:15]1)([C:8]1[CH:13]=[CH:12][CH:11]=[CH:10][CH:9]=1)[C:2]1[CH:7]=[CH:6][CH:5]=[CH:4][CH:3]=1.[O:20]=[C:21]1[C:25]([C:32]2[CH:37]=[CH:36][CH:35]=[CH:34][CH:33]=2)([C:26]2[CH:31]=[CH:30][CH:29]=[CH:28][CH:27]=2)[CH2:24][CH2:23][N:22]1[CH2:38][C:39](O)=[O:40].Cl.C(N=C=NCCCN(C)C)C, predict the reaction product. The product is: [CH:1]([N:14]1[CH2:19][CH2:18][N:17]([C:39](=[O:40])[CH2:38][N:22]2[CH2:23][CH2:24][C:25]([C:26]3[CH:31]=[CH:30][CH:29]=[CH:28][CH:27]=3)([C:32]3[CH:37]=[CH:36][CH:35]=[CH:34][CH:33]=3)[C:21]2=[O:20])[CH2:16][CH2:15]1)([C:8]1[CH:13]=[CH:12][CH:11]=[CH:10][CH:9]=1)[C:2]1[CH:7]=[CH:6][CH:5]=[CH:4][CH:3]=1. (8) Given the reactants [C:1]([N:4]1[C:13]2[C:8](=[CH:9][C:10]([C:14]([O:16][CH2:17][CH3:18])=[O:15])=[CH:11][CH:12]=2)[C@H:7]([NH2:19])[C@@H:6]([CH3:20])[C@@H:5]1[CH3:21])(=[O:3])[CH3:2].F[C:23]1[N:28]=[CH:27][CH:26]=[CH:25][N:24]=1.CCN(C(C)C)C(C)C, predict the reaction product. The product is: [C:1]([N:4]1[C:13]2[C:8](=[CH:9][C:10]([C:14]([O:16][CH2:17][CH3:18])=[O:15])=[CH:11][CH:12]=2)[C@H:7]([NH:19][C:23]2[N:28]=[CH:27][CH:26]=[CH:25][N:24]=2)[C@@H:6]([CH3:20])[C@@H:5]1[CH3:21])(=[O:3])[CH3:2]. (9) Given the reactants [F:1][C@H:2]1[C@@H:7]2[O:8][CH:9]([C:12]3[CH:17]=[CH:16][CH:15]=[CH:14][CH:13]=3)[O:10][CH2:11][C@H:6]2[O:5][CH2:4][C@@H:3]1[O:18]C(=O)C.C([O-])([O-])=O.[K+].[K+], predict the reaction product. The product is: [F:1][C@H:2]1[C@@H:7]2[O:8][CH:9]([C:12]3[CH:17]=[CH:16][CH:15]=[CH:14][CH:13]=3)[O:10][CH2:11][C@H:6]2[O:5][CH2:4][C@@H:3]1[OH:18]. (10) Given the reactants Cl[C:2]1[CH:7]=[CH:6][C:5]([CH2:8][O:9][CH2:10][C:11]([F:14])([F:13])[F:12])=[CH:4][N:3]=1.[CH3:15][N:16](C=O)C, predict the reaction product. The product is: [F:12][C:11]([F:14])([F:13])[CH2:10][O:9][CH2:8][C:5]1[CH:6]=[CH:7][C:2]([C:15]#[N:16])=[N:3][CH:4]=1.